This data is from Catalyst prediction with 721,799 reactions and 888 catalyst types from USPTO. The task is: Predict which catalyst facilitates the given reaction. (1) Reactant: [OH-].[K+].C([O:5][C:6](=[O:25])[C:7]([CH2:14][C:15]1[CH:20]=[CH:19][C:18]([C:21](=O)[CH3:22])=[CH:17][C:16]=1[Br:24])(C)[C:8](OCC)=O)C.O.NN. Product: [Br:24][C:16]1[CH:17]=[C:18]([CH2:21][CH3:22])[CH:19]=[CH:20][C:15]=1[CH2:14][CH:7]([CH3:8])[C:6]([OH:25])=[O:5]. The catalyst class is: 196. (2) Reactant: [Cl:1][C:2]1[CH:3]=[CH:4][C:5]([NH:12][C:13]2[CH:14]=[C:15]3[C:19](=[CH:20][CH:21]=2)[N:18]([CH2:22][C:23]2[CH:28]=[CH:27][CH:26]=[C:25]([OH:29])[CH:24]=2)[CH:17]=[CH:16]3)=[C:6]([CH:11]=1)[C:7]([O:9][CH3:10])=[O:8].[Br:30][CH2:31][CH2:32]Br.C(=O)([O-])[O-].[K+].[K+].O. Product: [Br:30][CH2:31][CH2:32][O:29][C:25]1[CH:24]=[C:23]([CH:28]=[CH:27][CH:26]=1)[CH2:22][N:18]1[C:19]2[C:15](=[CH:14][C:13]([NH:12][C:5]3[CH:4]=[CH:3][C:2]([Cl:1])=[CH:11][C:6]=3[C:7]([O:9][CH3:10])=[O:8])=[CH:21][CH:20]=2)[CH:16]=[CH:17]1. The catalyst class is: 42. (3) Reactant: C([Li])CCC.Br[C:7]1[CH:12]=[CH:11][C:10]([CH3:13])=[CH:9][C:8]=1[CH3:14].[CH:15]([C:17]1[CH:18]=[C:19]([NH:23][S:24]([CH3:27])(=[O:26])=[O:25])[CH:20]=[CH:21][CH:22]=1)=[O:16].C1COCC1.O. Product: [CH3:14][C:8]1[CH:9]=[C:10]([CH3:13])[CH:11]=[CH:12][C:7]=1[CH:15]([OH:16])[C:17]1[CH:18]=[C:19]([NH:23][S:24]([CH3:27])(=[O:26])=[O:25])[CH:20]=[CH:21][CH:22]=1. The catalyst class is: 1.